This data is from Forward reaction prediction with 1.9M reactions from USPTO patents (1976-2016). The task is: Predict the product of the given reaction. (1) Given the reactants [NH2:1][C:2]1[NH:6][N:5]=[C:4]([NH:7][C:8]2[CH:13]=[CH:12][C:11]([N:14]3[CH2:19][CH2:18][CH2:17][CH2:16][CH2:15]3)=[C:10]([CH3:20])[CH:9]=2)[C:3]=1[C:21]([NH2:23])=[O:22].[CH3:24][C:25]1[CH:26]=[C:27]([CH:30]=[C:31]([CH3:34])[C:32]=1[OH:33])[CH:28]=O.[BH4-].[Na+].O, predict the reaction product. The product is: [OH:33][C:32]1[C:31]([CH3:34])=[CH:30][C:27]([CH2:28][NH:1][C:2]2[NH:6][N:5]=[C:4]([NH:7][C:8]3[CH:13]=[CH:12][C:11]([N:14]4[CH2:19][CH2:18][CH2:17][CH2:16][CH2:15]4)=[C:10]([CH3:20])[CH:9]=3)[C:3]=2[C:21]([NH2:23])=[O:22])=[CH:26][C:25]=1[CH3:24]. (2) Given the reactants BrC1C([C@@H](N[C:20](=[O:37])[CH2:21][N:22]2[C:26]3[C:27]([F:32])([F:31])[C@@H:28]4[CH2:30][C@@H:29]4[C:25]=3[C:24]([C:33](F)([F:35])[F:34])=[N:23]2)CC2C=C(F)C=C(F)C=2)=NC(Br)=CC=1.N[C:39]1[CH:40]=[C:41]([C:65]2[CH:66]=[CH:67][C:68]([Cl:80])=[C:69]3[C:73]=2[N:72]([CH3:74])[N:71]=[C:70]3[NH:75][S:76]([CH3:79])(=[O:78])=[O:77])[C:42]([C@@H:54]([NH2:64])[CH2:55][C:56]2[CH:61]=[C:60]([F:62])[CH:59]=[C:58]([F:63])[CH:57]=2)=[N:43][C:44]=1[C:45]#[C:46][C:47]1([OH:53])[CH2:50][C:49]([F:52])([F:51])[CH2:48]1.FC(F)C1C2[C@H]3C[C@H]3C(F)(F)C=2N(CC(O)=O)N=1, predict the reaction product. The product is: [Cl:80][C:68]1[CH:67]=[CH:66][C:65]([C:41]2[C:42]([C@@H:54]([NH:64][C:20](=[O:37])[CH2:21][N:22]3[C:26]4[C:27]([F:31])([F:32])[C@@H:28]5[CH2:30][C@@H:29]5[C:25]=4[C:24]([CH:33]([F:35])[F:34])=[N:23]3)[CH2:55][C:56]3[CH:57]=[C:58]([F:63])[CH:59]=[C:60]([F:62])[CH:61]=3)=[N:43][C:44]([C:45]#[C:46][C:47]3([OH:53])[CH2:50][C:49]([F:52])([F:51])[CH2:48]3)=[CH:39][CH:40]=2)=[C:73]2[C:69]=1[C:70]([NH:75][S:76]([CH3:79])(=[O:77])=[O:78])=[N:71][N:72]2[CH3:74]. (3) The product is: [CH3:23][C:22]1[CH:24]=[CH:25][C:19]([S:16]([O:12][C:11]2[CH:13]=[CH:14][C:8]([Br:7])=[C:9]([OH:15])[CH:10]=2)(=[O:18])=[O:17])=[CH:20][CH:21]=1. Given the reactants C([O-])([O-])=O.[K+].[K+].[Br:7][C:8]1[CH:14]=[CH:13][C:11]([OH:12])=[CH:10][C:9]=1[OH:15].[S:16](Cl)([C:19]1[CH:25]=[CH:24][C:22]([CH3:23])=[CH:21][CH:20]=1)(=[O:18])=[O:17], predict the reaction product. (4) Given the reactants CO[CH2:3][CH2:4][N:5]1[C:9]([CH3:10])=[C:8]([C:11]([OH:13])=[O:12])[C:7]([CH3:14])=[N:6]1.CC1[C:20]([C:21]([O:23][CH2:24]C)=O)=C(C)NN=1.BrCC(OC)CC, predict the reaction product. The product is: [CH3:24][O:23][CH2:21][CH2:20][CH2:3][CH2:4][N:5]1[C:9]([CH3:10])=[C:8]([C:11]([OH:13])=[O:12])[C:7]([CH3:14])=[N:6]1.